This data is from Experimentally validated miRNA-target interactions with 360,000+ pairs, plus equal number of negative samples. The task is: Binary Classification. Given a miRNA mature sequence and a target amino acid sequence, predict their likelihood of interaction. (1) The miRNA is hsa-miR-127-3p with sequence UCGGAUCCGUCUGAGCUUGGCU. The protein sequence of the target gene is MFESFNVPGLYIAVQAVLALAASWTSRQVGERTLTGIVIDSGDGVTHVIPVAEGYVIGSCIKHIPIAGRDITYFIQQLLREREVGIPPEQSLETAKAIKEKYCYICPDIVKEFAKYDVDPQKWIKQYTGINAINQKKFVIDVGYERFLGPEIFFHPEFANPDSMESISDVVDEVIQNCPIDVRRPLYKMEQIPLSYPQGHGFHPLSPPFH. Result: 1 (interaction). (2) The miRNA is hsa-miR-3147 with sequence GGUUGGGCAGUGAGGAGGGUGUGA. The protein sequence of the target gene is MESKALLLLALSVCLQSLTVSRGGLVAADRITGGKDFRDIESKFALRTPEDTAEDTCHLIPGVTESVANCHFNHSSKTFVVIHGWTVTGMYESWVPKLVAALYKREPDSNVIVVDWLSRAQQHYPVSAGYTKLVGQDVAKFMNWMADEFNYPLGNVHLLGYSLGAHAAGIAGSLTNKKVNRITGLDPAGPNFEYAEAPSRLSPDDADFVDVLHTFTRGSPGRSIGIQKPVGHVDIYPNGGTFQPGCNIGEALRVIAERGLGDVDQLVKCSHERSVHLFIDSLLNEENPSKAYRCNSKEAF.... Result: 0 (no interaction). (3) The miRNA is hsa-miR-7973 with sequence UGUGACCCUAGAAUAAUUAC. The protein sequence of the target gene is MAAKQPPPLMKKHSQTDLVSRLKTRKILGVGGEDDDGEVHRSKISQVLGNEIKFTIREPLGLRVWQFVSAVLFSGIAIMALAFPDQLYDAVFDGAQVTSKTPIRLYGGALLSISLIMWNALYTAEKVIIRWTLLTEACYFGVQFLVVTATLAETGLMSLGILLLLVSRLLFVVISIYYYYQVGRRPKKA. Result: 0 (no interaction). (4) The miRNA is hsa-miR-2682-5p with sequence CAGGCAGUGACUGUUCAGACGUC. The protein sequence of the target gene is MIPKEQKGPVMAAMGDLTEPVPTLDLGKKLSVPQDLMMEELSLRNNRGSLLFQKRQRRVQKFTFELAASQRAMLAGSARRKVTGTAESGTVANANGPEGPNYRSELHIFPASPGASLGGPEGAHPAAAPAGCVPSPSALAPGYAEPLKGVPPEKFNHTAISKGYRCPWQEFVSYRDYQSDGRSHTPSPNDYRNFNKTPVPFGGPLVGGTFPRPGTPFIPEPLSGLELLRLRPSFNRVAQGWVRNLPESEEL. Result: 0 (no interaction).